From a dataset of Forward reaction prediction with 1.9M reactions from USPTO patents (1976-2016). Predict the product of the given reaction. (1) The product is: [CH3:15][C:14]1[C:10](/[C:3](=[N:2]\[O:1][CH2:17][C:18]2[N:23]=[C:22]([N:24]3[C:25](=[O:34])[C:26]4[C:31](=[CH:30][CH:29]=[CH:28][CH:27]=4)[C:32]3=[O:33])[CH:21]=[CH:20][CH:19]=2)/[C:4]2[CH:5]=[CH:6][CH:7]=[CH:8][CH:9]=2)=[N:11][S:12][N:13]=1. Given the reactants [OH:1][N:2]=[C:3]([C:10]1[C:14]([CH3:15])=[N:13][S:12][N:11]=1)[C:4]1[CH:9]=[CH:8][CH:7]=[CH:6][CH:5]=1.Br[CH2:17][C:18]1[N:23]=[C:22]([N:24]2[C:32](=[O:33])[C:31]3[C:26](=[CH:27][CH:28]=[CH:29][CH:30]=3)[C:25]2=[O:34])[CH:21]=[CH:20][CH:19]=1.C(=O)([O-])[O-].[Cs+].[Cs+].[I-].[K+], predict the reaction product. (2) Given the reactants [CH2:1]([O:19][C:20]1[CH:21]=[C:22]([CH2:45][C:46](OC)=[O:47])[CH:23]=[C:24]([O:26][CH2:27][CH2:28][CH2:29][CH2:30][CH2:31][CH2:32][CH2:33][CH2:34]/[CH:35]=[CH:36]\[CH2:37]/[CH:38]=[CH:39]\[CH2:40][CH2:41][CH2:42][CH2:43][CH3:44])[CH:25]=1)[CH2:2][CH2:3][CH2:4][CH2:5][CH2:6][CH2:7][CH2:8]/[CH:9]=[CH:10]\[CH2:11]/[CH:12]=[CH:13]\[CH2:14][CH2:15][CH2:16][CH2:17][CH3:18].[H-].[Al+3].[Li+].[H-].[H-].[H-].O.CCOC(C)=O, predict the reaction product. The product is: [CH2:1]([O:19][C:20]1[CH:21]=[C:22]([CH2:45][CH2:46][OH:47])[CH:23]=[C:24]([O:26][CH2:27][CH2:28][CH2:29][CH2:30][CH2:31][CH2:32][CH2:33][CH2:34]/[CH:35]=[CH:36]\[CH2:37]/[CH:38]=[CH:39]\[CH2:40][CH2:41][CH2:42][CH2:43][CH3:44])[CH:25]=1)[CH2:2][CH2:3][CH2:4][CH2:5][CH2:6][CH2:7][CH2:8]/[CH:9]=[CH:10]\[CH2:11]/[CH:12]=[CH:13]\[CH2:14][CH2:15][CH2:16][CH2:17][CH3:18]. (3) Given the reactants C(OC(=O)[NH:7][CH2:8][CH2:9][S:10]([C:13]1[C:14]2[CH:15]=[CH:16][N:17]=[CH:18][C:19]=2[CH:20]=[C:21]([C:23]2[CH:28]=[CH:27][C:26]([O:29]C)=[CH:25][CH:24]=2)[CH:22]=1)(=[O:12])=[O:11])(C)(C)C.B(Br)(Br)Br.C(O)C, predict the reaction product. The product is: [NH2:7][CH2:8][CH2:9][S:10]([C:13]1[CH:22]=[C:21]([C:23]2[CH:28]=[CH:27][C:26]([OH:29])=[CH:25][CH:24]=2)[CH:20]=[C:19]2[C:14]=1[CH:15]=[CH:16][N:17]=[CH:18]2)(=[O:11])=[O:12]. (4) Given the reactants Br[C:2]1[CH:7]=[C:6]([O:8][CH2:9][CH2:10][CH2:11][CH2:12][CH2:13][CH2:14][CH2:15][CH3:16])[C:5](Br)=[CH:4][C:3]=1[O:18][CH2:19][CH2:20][CH2:21][CH2:22][CH2:23][CH2:24][CH2:25][CH3:26].[Mg].Br[C:29]1[S:30][CH:31]=[CH:32][CH:33]=1, predict the reaction product. The product is: [S:30]1[CH:31]=[CH:32][CH:33]=[C:29]1[C:2]1[CH:7]=[C:6]([O:8][CH2:9][CH2:10][CH2:11][CH2:12][CH2:13][CH2:14][CH2:15][CH3:16])[C:5]([C:29]2[S:30][CH:31]=[CH:32][CH:33]=2)=[CH:4][C:3]=1[O:18][CH2:19][CH2:20][CH2:21][CH2:22][CH2:23][CH2:24][CH2:25][CH3:26]. (5) Given the reactants [C:1]([O:5][C:6]([N:8]1[CH2:12][C@H:11]([NH:13][C:14]([C:16]2[S:17][C:18]([Cl:21])=[CH:19][CH:20]=2)=[O:15])[CH2:10][C@H:9]1[CH2:22][OH:23])=[O:7])([CH3:4])([CH3:3])[CH3:2].C(N(CC)CC)C, predict the reaction product. The product is: [C:1]([O:5][C:6]([N:8]1[CH2:12][C@H:11]([NH:13][C:14]([C:16]2[S:17][C:18]([Cl:21])=[CH:19][CH:20]=2)=[O:15])[CH2:10][C@H:9]1[CH:22]=[O:23])=[O:7])([CH3:4])([CH3:3])[CH3:2]. (6) Given the reactants [CH:1]([C:4]1[CH:5]=[CH:6][C:7]([O:31][CH3:32])=[C:8]([C:10]2[CH:15]=[CH:14][C:13]([C:16]([F:19])([F:18])[F:17])=[CH:12][C:11]=2[CH2:20][NH:21][CH2:22][C@@H:23]([C:25]2[CH:30]=[CH:29][CH:28]=[CH:27][CH:26]=2)[NH2:24])[CH:9]=1)([CH3:3])[CH3:2].CCN(C(C)C)C(C)C.Cl[C:43](Cl)([O:45]C(=O)OC(Cl)(Cl)Cl)Cl.C([O-])(O)=O.[Na+], predict the reaction product. The product is: [CH:1]([C:4]1[CH:5]=[CH:6][C:7]([O:31][CH3:32])=[C:8]([C:10]2[CH:15]=[CH:14][C:13]([C:16]([F:18])([F:19])[F:17])=[CH:12][C:11]=2[CH2:20][N:21]2[CH2:22][C@@H:23]([C:25]3[CH:26]=[CH:27][CH:28]=[CH:29][CH:30]=3)[NH:24][C:43]2=[O:45])[CH:9]=1)([CH3:3])[CH3:2]. (7) Given the reactants [CH2:1]([O:3][C:4](=[O:20])[CH2:5][O:6][CH:7]1[CH2:12][CH2:11][N:10](C(OC(C)(C)C)=O)[CH2:9][CH2:8]1)[CH3:2].C(O)(C(F)(F)F)=O, predict the reaction product. The product is: [NH:10]1[CH2:9][CH2:8][CH:7]([O:6][CH2:5][C:4]([O:3][CH2:1][CH3:2])=[O:20])[CH2:12][CH2:11]1. (8) Given the reactants C(OC(=O)[N:7]([CH:28]([CH3:30])[CH3:29])[CH2:8][CH2:9][N:10]1[C:19]2[C:14](=[CH:15][C:16]([NH:20][C:21]([C:23]3[S:24][CH:25]=[CH:26][CH:27]=3)=[NH:22])=[CH:17][CH:18]=2)[CH2:13][CH2:12][CH2:11]1)(C)(C)C.Cl, predict the reaction product. The product is: [CH:28]([NH:7][CH2:8][CH2:9][N:10]1[C:19]2[C:14](=[CH:15][C:16]([NH:20][C:21]([C:23]3[S:24][CH:25]=[CH:26][CH:27]=3)=[NH:22])=[CH:17][CH:18]=2)[CH2:13][CH2:12][CH2:11]1)([CH3:30])[CH3:29].